From a dataset of Forward reaction prediction with 1.9M reactions from USPTO patents (1976-2016). Predict the product of the given reaction. Given the reactants [F:1][CH:2]([F:32])[C:3]1[N:8]=[C:7]([C:9]2[C:14]([C:15]3[CH:16]=[C:17]4[C:21](=[CH:22][CH:23]=3)[N:20](COCC[Si](C)(C)C)[N:19]=[CH:18]4)=[CH:13][CH:12]=[CH:11][N:10]=2)[CH:6]=[CH:5][CH:4]=1.C(O)(C(F)(F)F)=O.[OH-].[NH4+], predict the reaction product. The product is: [F:32][CH:2]([F:1])[C:3]1[N:8]=[C:7]([C:9]2[C:14]([C:15]3[CH:16]=[C:17]4[C:21](=[CH:22][CH:23]=3)[NH:20][N:19]=[CH:18]4)=[CH:13][CH:12]=[CH:11][N:10]=2)[CH:6]=[CH:5][CH:4]=1.